This data is from Forward reaction prediction with 1.9M reactions from USPTO patents (1976-2016). The task is: Predict the product of the given reaction. Given the reactants Br[C:2]1[C:7]([N+:8]([O-:10])=[O:9])=[CH:6][C:5]([Br:11])=[C:4]([CH2:12][CH3:13])[N:3]=1.[CH:14]([NH2:17])([CH3:16])[CH3:15], predict the reaction product. The product is: [Br:11][C:5]1[CH:6]=[C:7]([N+:8]([O-:10])=[O:9])[C:2]([NH:17][CH:14]([CH3:16])[CH3:15])=[N:3][C:4]=1[CH2:12][CH3:13].